From a dataset of Peptide-MHC class I binding affinity with 185,985 pairs from IEDB/IMGT. Regression. Given a peptide amino acid sequence and an MHC pseudo amino acid sequence, predict their binding affinity value. This is MHC class I binding data. The peptide sequence is EIYKRWII. The MHC is HLA-A02:06 with pseudo-sequence HLA-A02:06. The binding affinity (normalized) is 0.